From a dataset of Catalyst prediction with 721,799 reactions and 888 catalyst types from USPTO. Predict which catalyst facilitates the given reaction. Reactant: [C:1]([NH2:5])([CH3:4])([CH3:3])[CH3:2].[CH2:6]([O:13][C:14]1[C:28]([CH:29]=O)=[CH:27][C:26]([O:31][CH3:32])=[C:25]([CH3:33])[C:15]=1[C:16]([O:18][C:19]1[CH:24]=[CH:23][CH:22]=[CH:21][CH:20]=1)=[O:17])[C:7]1[CH:12]=[CH:11][CH:10]=[CH:9][CH:8]=1. Product: [CH2:6]([O:13][C:14]1[C:28]([CH:29]=[N:5][C:1]([CH3:4])([CH3:3])[CH3:2])=[CH:27][C:26]([O:31][CH3:32])=[C:25]([CH3:33])[C:15]=1[C:16]([O:18][C:19]1[CH:24]=[CH:23][CH:22]=[CH:21][CH:20]=1)=[O:17])[C:7]1[CH:12]=[CH:11][CH:10]=[CH:9][CH:8]=1. The catalyst class is: 11.